From a dataset of Reaction yield outcomes from USPTO patents with 853,638 reactions. Predict the reaction yield, written as a fraction of the theoretical maximum amount of product (1.0 means a 100% yield; for example, 0.34 means a 34% yield). (1) The reactants are [NH2:1][C:2]1[CH:7]=[CH:6][C:5]([S:8]([NH2:11])(=[O:10])=[O:9])=[CH:4][CH:3]=1.[C:12](Cl)(=[O:22])[C:13]1[C:14](=[CH:18][CH:19]=[CH:20][CH:21]=1)[C:15](Cl)=[O:16].Cl. The catalyst is N1C=CC=CC=1. The product is [O:16]=[C:15]1[C:14]2[CH:18]=[CH:19][CH:20]=[CH:21][C:13]=2[C:12](=[O:22])[N:1]1[C:2]1[CH:7]=[CH:6][C:5]([S:8]([NH2:11])(=[O:9])=[O:10])=[CH:4][CH:3]=1. The yield is 0.900. (2) The yield is 0.440. The product is [Br:23][CH2:24][C:25]([N:10]1[CH2:9][CH2:8][CH:7]([O:6][CH2:5][C:4]2[CH:13]=[CH:14][C:15]([F:16])=[C:2]([F:1])[CH:3]=2)[CH2:12][CH2:11]1)=[O:26]. The catalyst is C(Cl)(Cl)Cl.O. The reactants are [F:1][C:2]1[CH:3]=[C:4]([CH:13]=[CH:14][C:15]=1[F:16])[CH2:5][O:6][CH:7]1[CH2:12][CH2:11][NH:10][CH2:9][CH2:8]1.N1C=CC=CC=1.[Br:23][CH2:24][C:25](Br)=[O:26]. (3) The reactants are [Br:1][C:2]1[C:3]([OH:13])=[CH:4][CH:5]=[C:6]2[C:11]=1[N:10]=[C:9]([CH3:12])[CH:8]=[CH:7]2.C(N(CC)C(C)C)(C)C.[C:23]1([S:29](Cl)(=[O:31])=[O:30])[CH:28]=[CH:27][CH:26]=[CH:25][CH:24]=1. The catalyst is C(Cl)Cl. The product is [C:23]1([S:29]([O:13][C:3]2[C:2]([Br:1])=[C:11]3[C:6]([CH:7]=[CH:8][C:9]([CH3:12])=[N:10]3)=[CH:5][CH:4]=2)(=[O:31])=[O:30])[CH:28]=[CH:27][CH:26]=[CH:25][CH:24]=1. The yield is 0.970. (4) The catalyst is CC(C)=O. The reactants are [F:1][C:2]1[CH:17]=[C:16]([F:18])[CH:15]=[CH:14][C:3]=1[CH2:4][C@H:5]([CH2:12][CH3:13])[CH2:6]OS(C)(=O)=O.[I-:19].[Na+]. The yield is 0.910. The product is [F:1][C:2]1[CH:17]=[C:16]([F:18])[CH:15]=[CH:14][C:3]=1[CH2:4][C@@H:5]([CH2:6][I:19])[CH2:12][CH3:13].